Dataset: Forward reaction prediction with 1.9M reactions from USPTO patents (1976-2016). Task: Predict the product of the given reaction. (1) Given the reactants [Cl:1][C:2]1[CH:3]=[C:4]([S:8][C:9]2[C:13]3[CH:14]=[CH:15][CH:16]=[CH:17][C:12]=3[S:11][C:10]=2[N+:18]([O-])=O)[CH:5]=[CH:6][CH:7]=1, predict the reaction product. The product is: [Cl:1][C:2]1[CH:3]=[C:4]([S:8][C:9]2[C:13]3[CH:14]=[CH:15][CH:16]=[CH:17][C:12]=3[S:11][C:10]=2[NH2:18])[CH:5]=[CH:6][CH:7]=1. (2) Given the reactants [CH3:1][C@@H:2]1[O:6][C:5](=[O:7])[NH:4][C@@H:3]1[C:8](OC)=[O:9].[BH4-].[Na+].[NH4+].[Cl-], predict the reaction product. The product is: [OH:9][CH2:8][C@@H:3]1[C@H:2]([CH3:1])[O:6][C:5](=[O:7])[NH:4]1.